Dataset: Forward reaction prediction with 1.9M reactions from USPTO patents (1976-2016). Task: Predict the product of the given reaction. (1) Given the reactants [C:1]([O:5][C:6](=[O:18])[CH2:7][C:8]1[O:9][C:10]([C:13]([O:15]CC)=[O:14])=[CH:11][CH:12]=1)([CH3:4])([CH3:3])[CH3:2].Cl, predict the reaction product. The product is: [C:1]([O:5][C:6]([CH2:7][C:8]1[O:9][C:10]([C:13]([OH:15])=[O:14])=[CH:11][CH:12]=1)=[O:18])([CH3:4])([CH3:2])[CH3:3]. (2) Given the reactants [C:1]([S:5]([NH:7][C@H:8]([C:20]1[CH:25]=[CH:24][C:23]([O:26][CH2:27][C:28]([F:31])([F:30])[F:29])=[CH:22][N:21]=1)[C:9]1[N:10]=[N:11][N:12]([C:14]([CH3:19])([CH3:18])[C:15]([OH:17])=[O:16])[CH:13]=1)=[O:6])([CH3:4])([CH3:3])[CH3:2].[Si](C=[N+]=[N-])(C)(C)[CH3:33], predict the reaction product. The product is: [C:1]([S:5]([NH:7][C@H:8]([C:20]1[CH:25]=[CH:24][C:23]([O:26][CH2:27][C:28]([F:30])([F:29])[F:31])=[CH:22][N:21]=1)[C:9]1[N:10]=[N:11][N:12]([C:14]([CH3:19])([CH3:18])[C:15]([O:17][CH3:33])=[O:16])[CH:13]=1)=[O:6])([CH3:2])([CH3:3])[CH3:4]. (3) Given the reactants C(NC(C)C)(C)C.[Li]CCCC.[C:13]([O:16][C:17]([CH3:20])([CH3:19])[CH3:18])(=[O:15])[CH3:14].[C:21](OCC)(=[O:29])[C:22]1[C:23](=[CH:25][CH:26]=[CH:27][CH:28]=1)[OH:24], predict the reaction product. The product is: [OH:24][C:23]1[CH:25]=[CH:26][CH:27]=[CH:28][C:22]=1[C:21](=[O:29])[CH2:14][C:13]([O:16][C:17]([CH3:20])([CH3:19])[CH3:18])=[O:15]. (4) Given the reactants [F:1][C:2]([F:26])([F:25])[C:3]1[N:8]2[N:9]=[CH:10][C:11]([C:12]([OH:14])=O)=[C:7]2[N:6]=[C:5]([C:15]2[CH:20]=[CH:19][C:18]([C:21]([F:24])([F:23])[F:22])=[CH:17][CH:16]=2)[CH:4]=1.[OH:27][CH2:28][CH:29]([NH:32][S:33]([C:36]1[S:40][C:39]([NH2:41])=[N:38][C:37]=1[CH3:42])(=[O:35])=[O:34])[CH2:30][OH:31], predict the reaction product. The product is: [OH:27][CH2:28][CH:29]([NH:32][S:33]([C:36]1[S:40][C:39]([NH:41][C:12]([C:11]2[CH:10]=[N:9][N:8]3[C:3]([C:2]([F:25])([F:26])[F:1])=[CH:4][C:5]([C:15]4[CH:16]=[CH:17][C:18]([C:21]([F:24])([F:22])[F:23])=[CH:19][CH:20]=4)=[N:6][C:7]=23)=[O:14])=[N:38][C:37]=1[CH3:42])(=[O:35])=[O:34])[CH2:30][OH:31]. (5) Given the reactants [F:1][C:2]1[CH:3]=[N:4][C:5]2[C:10]([C:11]=1[CH2:12][CH2:13][N:14]1[CH2:19][CH:18]3[CH:16]([CH:17]3[NH2:20])[CH2:15]1)=[N:9][C:8]([O:21][CH3:22])=[CH:7][CH:6]=2.[O:23]=[C:24]1[NH:29][C:28]2[N:30]=[C:31]([CH:34]=O)[CH:32]=[CH:33][C:27]=2[S:26][CH2:25]1.[BH4-].[Na+], predict the reaction product. The product is: [F:1][C:2]1[CH:3]=[N:4][C:5]2[C:10]([C:11]=1[CH2:12][CH2:13][N:14]1[CH2:19][CH:18]3[CH:16]([CH:17]3[NH:20][CH2:34][C:31]3[CH:32]=[CH:33][C:27]4[S:26][CH2:25][C:24](=[O:23])[NH:29][C:28]=4[N:30]=3)[CH2:15]1)=[N:9][C:8]([O:21][CH3:22])=[CH:7][CH:6]=2. (6) Given the reactants [CH3:1][C:2]1[CH:7]=[C:6]([N+:8]([O-:10])=[O:9])[CH:5]=[CH:4][C:3]=1[N:11]=[C:12]1[NH:16][CH2:15][CH2:14][S:13]1.[C:17](Cl)(=[O:20])[CH2:18][CH3:19].CCN(CC)CC, predict the reaction product. The product is: [CH3:1][C:2]1[CH:7]=[C:6]([N+:8]([O-:10])=[O:9])[CH:5]=[CH:4][C:3]=1[N:11]=[C:12]1[N:16]([C:17](=[O:20])[CH2:18][CH3:19])[CH2:15][CH2:14][S:13]1. (7) Given the reactants [F:1][C:2]1[CH:3]=[C:4]([N:21]2[CH2:25][C@H:24]([CH2:26][NH:27][C:28](=[O:30])[CH3:29])[O:23][C:22]2=[O:31])[CH:5]=[CH:6][C:7]=1[N:8]1[CH:12]=[C:11]([CH:13](O)[C:14]2[CH:19]=[CH:18][CH:17]=[CH:16][N:15]=2)[N:10]=[N:9]1.Cl, predict the reaction product. The product is: [F:1][C:2]1[CH:3]=[C:4]([N:21]2[CH2:25][C@H:24]([CH2:26][NH:27][C:28](=[O:30])[CH3:29])[O:23][C:22]2=[O:31])[CH:5]=[CH:6][C:7]=1[N:8]1[CH:12]=[C:11]([CH2:13][C:14]2[CH:19]=[CH:18][CH:17]=[CH:16][N:15]=2)[N:10]=[N:9]1.